This data is from Full USPTO retrosynthesis dataset with 1.9M reactions from patents (1976-2016). The task is: Predict the reactants needed to synthesize the given product. (1) Given the product [F:23][C:2]1[CH:7]=[CH:6][C:5]([C:8]2([C:12]3[C:21]4[C:16](=[CH:17][CH:18]=[C:19]([OH:22])[CH:20]=4)[CH2:15][CH2:14][N:13]=3)[CH2:11][CH2:10][CH2:9]2)=[CH:4][CH:3]=1, predict the reactants needed to synthesize it. The reactants are: Cl[C:2]1[CH:7]=[CH:6][C:5]([C:8]2([C:12]3[C:21]4[C:16](=[CH:17][CH:18]=[C:19]([OH:22])[CH:20]=4)[CH2:15][CH2:14][N:13]=3)[CH2:11][CH2:10][CH2:9]2)=[CH:4][CH:3]=1.[F:23]C1C=CC(C2(C(O)=O)CCC2)=CC=1. (2) Given the product [NH2:7][CH2:8][C:9]1[N:10]=[N:11][N:12]([CH2:14][C:15]2[N:16]=[C:17]([NH:21][C:22]3[S:23][C:24]([C:30]4[C:31]([F:41])=[CH:32][C:33]([C:37]([OH:40])([CH3:38])[CH3:39])=[CH:34][C:35]=4[F:36])=[CH:25][C:26]=3[C:27]([NH2:29])=[O:28])[CH:18]=[CH:19][CH:20]=2)[CH:13]=1, predict the reactants needed to synthesize it. The reactants are: C(OC(=O)[NH:7][CH2:8][C:9]1[N:10]=[N:11][N:12]([CH2:14][C:15]2[CH:20]=[CH:19][CH:18]=[C:17]([NH:21][C:22]3[S:23][C:24]([C:30]4[C:35]([F:36])=[CH:34][C:33]([C:37]([OH:40])([CH3:39])[CH3:38])=[CH:32][C:31]=4[F:41])=[CH:25][C:26]=3[C:27]([NH2:29])=[O:28])[N:16]=2)[CH:13]=1)(C)(C)C.Cl.O1CCOCC1. (3) The reactants are: [BH4-].[Na+].[Br:3][C:4]1[CH:12]=[C:11]2[C:7]([C:8]3([CH2:18][CH2:17][C:16](=[O:19])[CH2:15][CH2:14]3)[C:9](=[O:13])[NH:10]2)=[CH:6][CH:5]=1. Given the product [Br:3][C:4]1[CH:12]=[C:11]2[C:7]([C:8]3([CH2:18][CH2:17][CH:16]([OH:19])[CH2:15][CH2:14]3)[C:9](=[O:13])[NH:10]2)=[CH:6][CH:5]=1, predict the reactants needed to synthesize it. (4) Given the product [ClH:1].[NH:9]1[CH2:14][CH2:13][CH2:12][CH:11]([CH2:15][NH:16][C:17]([C:19]2[CH:24]=[N:23][C:22]([C:25]3[CH:30]=[CH:29][CH:28]=[C:27]([F:31])[CH:26]=3)=[N:21][CH:20]=2)=[O:18])[CH2:10]1, predict the reactants needed to synthesize it. The reactants are: [ClH:1].C(OC([N:9]1[CH2:14][CH2:13][CH2:12][CH:11]([CH2:15][NH:16][C:17]([C:19]2[CH:20]=[N:21][C:22]([C:25]3[CH:30]=[CH:29][CH:28]=[C:27]([F:31])[CH:26]=3)=[N:23][CH:24]=2)=[O:18])[CH2:10]1)=O)(C)(C)C. (5) Given the product [ClH:26].[Cl:26][C:25]1[CH:24]=[C:23]([O:27][CH3:28])[CH:22]=[C:21]([Cl:29])[C:20]=1[CH2:19][C@@H:15]1[CH2:16][CH2:17][N:9]([N:32]2[CH2:37][CH2:36][CH2:35][CH2:34][CH2:33]2)[C:14]1=[O:30], predict the reactants needed to synthesize it. The reactants are: C([C@@H]1COC(=O)[N:9]1[C:14](=[O:30])[CH:15]([CH2:19][C:20]1[C:25]([Cl:26])=[CH:24][C:23]([O:27][CH3:28])=[CH:22][C:21]=1[Cl:29])[CH2:16][CH:17]=C)C1C=CC=CC=1.N[N:32]1[CH2:37][CH2:36][CH2:35][CH2:34][CH2:33]1.C(O)(=O)C.C(O[BH-](OC(=O)C)OC(=O)C)(=O)C.[Na+]. (6) Given the product [Br:1][C:2]1[C:3]([NH:24][CH2:25][CH2:26][OH:27])=[N:4][CH:5]=[C:6]([CH:21]=1)[C:7]([NH:9][C:10]1[CH:15]=[CH:14][C:13]([O:16][C:17]([F:20])([F:19])[F:18])=[CH:12][CH:11]=1)=[O:8], predict the reactants needed to synthesize it. The reactants are: [Br:1][C:2]1[C:3](Cl)=[N:4][CH:5]=[C:6]([CH:21]=1)[C:7]([NH:9][C:10]1[CH:15]=[CH:14][C:13]([O:16][C:17]([F:20])([F:19])[F:18])=[CH:12][CH:11]=1)=[O:8].Cl.[NH2:24][CH2:25][CH2:26][OH:27].CC(O)C.CCN(C(C)C)C(C)C.